This data is from NCI-60 drug combinations with 297,098 pairs across 59 cell lines. The task is: Regression. Given two drug SMILES strings and cell line genomic features, predict the synergy score measuring deviation from expected non-interaction effect. (1) Drug 1: C1=C(C(=O)NC(=O)N1)N(CCCl)CCCl. Drug 2: CCCCCOC(=O)NC1=NC(=O)N(C=C1F)C2C(C(C(O2)C)O)O. Cell line: SK-MEL-2. Synergy scores: CSS=6.29, Synergy_ZIP=-4.18, Synergy_Bliss=-5.53, Synergy_Loewe=-12.2, Synergy_HSA=-6.96. (2) Drug 1: CC1=C(C=C(C=C1)C(=O)NC2=CC(=CC(=C2)C(F)(F)F)N3C=C(N=C3)C)NC4=NC=CC(=N4)C5=CN=CC=C5. Drug 2: C1=CC=C(C(=C1)C(C2=CC=C(C=C2)Cl)C(Cl)Cl)Cl. Cell line: A549. Synergy scores: CSS=-1.08, Synergy_ZIP=0.865, Synergy_Bliss=0.508, Synergy_Loewe=0.242, Synergy_HSA=-2.01. (3) Drug 1: C1C(C(OC1N2C=C(C(=O)NC2=O)F)CO)O. Drug 2: C1CN(CCN1C(=O)CCBr)C(=O)CCBr. Cell line: SK-MEL-5. Synergy scores: CSS=21.0, Synergy_ZIP=-6.44, Synergy_Bliss=-1.82, Synergy_Loewe=0.219, Synergy_HSA=1.07.